Dataset: Full USPTO retrosynthesis dataset with 1.9M reactions from patents (1976-2016). Task: Predict the reactants needed to synthesize the given product. (1) Given the product [CH2:39]([N:17]([CH2:15][CH3:16])[C:18](=[O:38])[CH2:19][C:20]1[C:21]([C:31]2[CH:32]=[CH:33][C:34]([O:37][CH2:43][CH2:42][F:41])=[CH:35][CH:36]=2)=[N:22][N:23]2[C:28]([CH3:29])=[CH:27][C:26]([CH3:30])=[N:25][C:24]=12)[CH3:40], predict the reactants needed to synthesize it. The reactants are: N(C(OC(C)C)=O)=NC(OC(C)C)=O.[CH2:15]([N:17]([CH2:39][CH3:40])[C:18](=[O:38])[CH2:19][C:20]1[C:21]([C:31]2[CH:36]=[CH:35][C:34]([OH:37])=[CH:33][CH:32]=2)=[N:22][N:23]2[C:28]([CH3:29])=[CH:27][C:26]([CH3:30])=[N:25][C:24]=12)[CH3:16].[F:41][CH2:42][CH2:43]O. (2) Given the product [C:1]([NH:5][S:6]([C:9]1[CH:17]=[C:16]2[C:12]([C:13]([C:18]3[CH2:23][CH2:22][CH2:21][CH2:20][CH:19]=3)=[CH:14][NH:15]2)=[CH:11][CH:10]=1)(=[O:8])=[O:7])([CH3:4])([CH3:2])[CH3:3], predict the reactants needed to synthesize it. The reactants are: [C:1]([NH:5][S:6]([C:9]1[CH:17]=[C:16]2[C:12]([CH:13]=[CH:14][NH:15]2)=[CH:11][CH:10]=1)(=[O:8])=[O:7])([CH3:4])([CH3:3])[CH3:2].[C:18]1(=O)[CH2:23][CH2:22][CH2:21][CH2:20][CH2:19]1.C[O-].[Na+]. (3) Given the product [ClH:1].[ClH:55].[CH:23]1([C:26]2[C:27]([CH2:40][N:41]3[CH2:46][CH2:45][N:44]([CH:47]([C:49]4[CH:54]=[C:53]([Cl:55])[CH:52]=[C:51]([Cl:56])[CH:50]=4)[CH3:48])[CH2:43][CH2:42]3)=[CH:28][C:29]([F:39])=[C:30]([CH:38]=2)[C:31]([OH:33])=[O:32])[CH2:25][CH2:24]1, predict the reactants needed to synthesize it. The reactants are: [Cl:1]C1C=C(C=C(Cl)C=1)CN1CCN(C(OC(C)(C)C)=O)CC1.[CH:23]1([C:26]2[C:27]([CH2:40][N:41]3[CH2:46][CH2:45][N:44]([CH:47]([C:49]4[CH:54]=[C:53]([Cl:55])[CH:52]=[C:51]([Cl:56])[CH:50]=4)[CH3:48])[CH2:43][CH2:42]3)=[CH:28][C:29]([F:39])=[C:30]([CH:38]=2)[C:31]([O:33]C(C)(C)C)=[O:32])[CH2:25][CH2:24]1. (4) Given the product [CH3:17][O:18][C:19]1[CH:24]=[CH:23][C:22]([S:25][C:2]2[C:11]3[C:6](=[CH:7][CH:8]=[CH:9][CH:10]=3)[N:5]=[C:4]3[N:12]([CH3:16])[N:13]=[C:14]([CH3:15])[C:3]=23)=[CH:21][CH:20]=1, predict the reactants needed to synthesize it. The reactants are: Cl[C:2]1[C:11]2[C:6](=[CH:7][CH:8]=[CH:9][CH:10]=2)[N:5]=[C:4]2[N:12]([CH3:16])[N:13]=[C:14]([CH3:15])[C:3]=12.[CH3:17][O:18][C:19]1[CH:24]=[CH:23][C:22]([SH:25])=[CH:21][CH:20]=1. (5) The reactants are: [CH2:1]([OH:4])[CH2:2][OH:3].O.C1(C)C=CC(S(O)(=O)=O)=CC=1.[Br:17][C:18]1[CH:23]=[CH:22][C:21]([C:24](=O)[CH2:25][CH2:26][CH2:27][N:28]([CH2:31][CH3:32])[CH2:29][CH3:30])=[CH:20][CH:19]=1.C(=O)(O)[O-].[Na+]. Given the product [Br:17][C:18]1[CH:19]=[CH:20][C:21]([C:24]2([CH2:25][CH2:26][CH2:27][N:28]([CH2:31][CH3:32])[CH2:29][CH3:30])[O:4][CH2:1][CH2:2][O:3]2)=[CH:22][CH:23]=1, predict the reactants needed to synthesize it. (6) Given the product [Cl:9][C:10]1[C:11](=[O:18])[C:12]([Cl:17])=[CH:13][C:14]([CH2:3][C:4]([O:6][CH2:7][CH3:8])=[O:5])([OH:16])[CH:15]=1, predict the reactants needed to synthesize it. The reactants are: Br[Zn][CH2:3][C:4]([O:6][CH2:7][CH3:8])=[O:5].[Cl:9][C:10]1[C:11](=[O:18])[C:12]([Cl:17])=[CH:13][C:14](=[O:16])[CH:15]=1.Cl.C(OCC)(=O)C. (7) Given the product [F:1][C:2]1[CH:7]=[CH:6][C:5]([F:8])=[CH:4][C:3]=1[C@H:9]1[CH2:13][CH2:12][CH2:11][N:10]1[C:14]1[CH:19]=[CH:18][N:17]2[N:20]=[CH:21][C:22]([C:23]([OH:25])=[O:24])=[C:16]2[N:15]=1, predict the reactants needed to synthesize it. The reactants are: [F:1][C:2]1[CH:7]=[CH:6][C:5]([F:8])=[CH:4][C:3]=1[C@H:9]1[CH2:13][CH2:12][CH2:11][N:10]1[C:14]1[CH:19]=[CH:18][N:17]2[N:20]=[CH:21][C:22]([C:23]([O:25]CC)=[O:24])=[C:16]2[N:15]=1.[Li+].[OH-].